From a dataset of Reaction yield outcomes from USPTO patents with 853,638 reactions. Predict the reaction yield, written as a fraction of the theoretical maximum amount of product (1.0 means a 100% yield; for example, 0.34 means a 34% yield). (1) The catalyst is CC(O)C. The yield is 0.400. The reactants are Cl[C:2]1[O:3][C:4]([C:7]2[N:8]([C:17]([O:19][C:20]([CH3:23])([CH3:22])[CH3:21])=[O:18])[C:9]3[C:14]([CH:15]=2)=[CH:13][C:12]([F:16])=[CH:11][CH:10]=3)=[CH:5][N:6]=1.[NH2:24][C:25]1[CH:26]=[C:27]([OH:31])[CH:28]=[CH:29][CH:30]=1. The product is [F:16][C:12]1[CH:13]=[C:14]2[C:9](=[CH:10][CH:11]=1)[N:8]([C:17]([O:19][C:20]([CH3:23])([CH3:22])[CH3:21])=[O:18])[C:7]([C:4]1[O:3][C:2]([NH:24][C:25]3[CH:30]=[CH:29][CH:28]=[C:27]([OH:31])[CH:26]=3)=[N:6][CH:5]=1)=[CH:15]2. (2) The reactants are [NH2:1][C:2]1[CH:19]=[CH:18][C:5]2[CH2:6][CH2:7][N:8]([CH2:11][C@@H:12]([OH:17])[C:13]([F:16])([F:15])[F:14])[CH2:9][CH2:10][C:4]=2[CH:3]=1.Cl[C:21]1[N:26]=[C:25]([NH:27][C@@H:28]2[CH2:33][CH2:32][CH2:31][CH2:30][C@H:29]2[NH:34][S:35]([CH3:38])(=[O:37])=[O:36])[C:24]([Cl:39])=[CH:23][N:22]=1.Cl.C(=O)([O-])[O-]. The catalyst is O1CCOCC1.COCCO.C(OCC)C.C(Cl)Cl. The product is [Cl:39][C:24]1[C:25]([NH:27][C@@H:28]2[CH2:33][CH2:32][CH2:31][CH2:30][C@H:29]2[NH:34][S:35]([CH3:38])(=[O:37])=[O:36])=[N:26][C:21]([NH:1][C:2]2[CH:19]=[CH:18][C:5]3[CH2:6][CH2:7][N:8]([CH2:11][C@@H:12]([OH:17])[C:13]([F:16])([F:14])[F:15])[CH2:9][CH2:10][C:4]=3[CH:3]=2)=[N:22][CH:23]=1. The yield is 0.900. (3) The reactants are [F:1][C:2]1[C:8]([F:9])=[CH:7][CH:6]=[C:5]([F:10])[C:3]=1[NH2:4].Br.Br[CH:13]([C:15]1[CH:16]=[C:17]([C:32]([N:34]([CH3:36])[CH3:35])=[O:33])[CH:18]=[C:19]2[C:24]=1[O:23][C:22]([N:25]1[CH2:30][CH2:29][O:28][CH2:27][CH2:26]1)=[CH:21][C:20]2=[O:31])[CH3:14]. No catalyst specified. The product is [CH3:36][N:34]([CH3:35])[C:32]([C:17]1[CH:18]=[C:19]2[C:24](=[C:15]([CH:13]([NH:4][C:3]3[C:5]([F:10])=[CH:6][CH:7]=[C:8]([F:9])[C:2]=3[F:1])[CH3:14])[CH:16]=1)[O:23][C:22]([N:25]1[CH2:30][CH2:29][O:28][CH2:27][CH2:26]1)=[CH:21][C:20]2=[O:31])=[O:33]. The yield is 0.430. (4) The reactants are [CH3:1][O:2][CH2:3][C@H:4]([CH3:31])[O:5][C:6]1[CH:7]=[C:8]([C:23]2[NH:27][C:26]([C:28]([OH:30])=O)=[CH:25][CH:24]=2)[CH:9]=[C:10]([O:12][C:13]2[CH:14]=[N:15][C:16]([S:19]([CH3:22])(=[O:21])=[O:20])=[CH:17][CH:18]=2)[CH:11]=1.[NH2:32][C@@H:33]([CH2:37][OH:38])[C@H:34]([CH3:36])[OH:35].C1C=CC2N(O)N=NC=2C=1.O.CN1CCOCC1.CCN=C=NCCCN(C)C.Cl. The catalyst is CN(C)C=O.[Cl-].[Na+].O. The product is [OH:35][C@@H:34]([CH3:36])[C@@H:33]([NH:32][C:28]([C:26]1[NH:27][C:23]([C:8]2[CH:9]=[C:10]([O:12][C:13]3[CH:14]=[N:15][C:16]([S:19]([CH3:22])(=[O:20])=[O:21])=[CH:17][CH:18]=3)[CH:11]=[C:6]([O:5][C@@H:4]([CH3:31])[CH2:3][O:2][CH3:1])[CH:7]=2)=[CH:24][CH:25]=1)=[O:30])[CH2:37][OH:38]. The yield is 0.860.